From a dataset of Reaction yield outcomes from USPTO patents with 853,638 reactions. Predict the reaction yield, written as a fraction of the theoretical maximum amount of product (1.0 means a 100% yield; for example, 0.34 means a 34% yield). (1) The reactants are [C:1]([C:3]1[N:7]2[CH:8]=[C:9]([C:12]3[C:13]([C:22]4[CH:27]=[CH:26][CH:25]=[C:24]([CH3:28])[N:23]=4)=[N:14][CH:15]=[CH:16][C:17]=3[C:18](OC)=[O:19])[CH:10]=[CH:11][C:6]2=[N:5][CH:4]=1)#[N:2].[BH4-].[Na+]. The catalyst is CO.O. The product is [OH:19][CH2:18][C:17]1[CH:16]=[CH:15][N:14]=[C:13]([C:22]2[CH:27]=[CH:26][CH:25]=[C:24]([CH3:28])[N:23]=2)[C:12]=1[C:9]1[CH:10]=[CH:11][C:6]2[N:7]([C:3]([C:1]#[N:2])=[CH:4][N:5]=2)[CH:8]=1. The yield is 0.120. (2) The reactants are [N:1]1[CH:6]=[CH:5][CH:4]=[C:3]([CH2:7][C:8]#[N:9])[CH:2]=1.[CH3:10][O:11][C:12]1[CH:13]=[C:14]([CH:17]=[CH:18][C:19]=1[O:20][CH3:21])[CH:15]=O. No catalyst specified. The product is [CH3:10][O:11][C:12]1[CH:13]=[C:14](/[CH:15]=[C:7](/[C:3]2[CH:2]=[N:1][CH:6]=[CH:5][CH:4]=2)\[C:8]#[N:9])[CH:17]=[CH:18][C:19]=1[O:20][CH3:21]. The yield is 0.740. (3) The reactants are [F:1][C:2]([F:10])(S(F)(=O)=O)C(O)=O.[OH:11][CH2:12][C:13]1[N:18]=[C:17]([C:19]([O:21][CH2:22][CH3:23])=[O:20])[CH:16]=[CH:15][CH:14]=1. The catalyst is CC#N.[Cu]I. The product is [F:1][CH:2]([F:10])[O:11][CH2:12][C:13]1[N:18]=[C:17]([C:19]([O:21][CH2:22][CH3:23])=[O:20])[CH:16]=[CH:15][CH:14]=1. The yield is 0.130. (4) The reactants are [NH2:1][C:2]1[C:11]([C:12]([O:14]N2C3C=C(Cl)C=CC=3N=N2)=O)=[C:5]2[N:6]=[CH:7][C:8]([F:10])=[CH:9][N:4]2[N:3]=1.[O:25]1[CH2:30][CH2:29][CH:28]([N:31]2[C:35]([NH2:36])=[CH:34][N:33]=[CH:32]2)[CH2:27][CH2:26]1. The catalyst is CN1C(=O)CCC1. The product is [NH2:1][C:2]1[C:11]([C:12]([NH:36][C:35]2[N:31]([CH:28]3[CH2:29][CH2:30][O:25][CH2:26][CH2:27]3)[CH:32]=[N:33][CH:34]=2)=[O:14])=[C:5]2[N:6]=[CH:7][C:8]([F:10])=[CH:9][N:4]2[N:3]=1. The yield is 0.190. (5) The reactants are CC(OI1(OC(C)=O)(OC(C)=O)OC(=O)C2C=CC=CC1=2)=O.[CH:23]1([CH:29]([OH:36])[C:30]#[C:31][C:32]([O:34][CH3:35])=[O:33])[CH2:28][CH2:27][CH2:26][CH2:25][CH2:24]1.[O-]S([O-])(=S)=O.[Na+].[Na+].C([O-])(O)=O.[Na+]. The catalyst is C(Cl)Cl. The product is [CH:23]1([C:29](=[O:36])[C:30]#[C:31][C:32]([O:34][CH3:35])=[O:33])[CH2:28][CH2:27][CH2:26][CH2:25][CH2:24]1. The yield is 0.900.